This data is from Catalyst prediction with 721,799 reactions and 888 catalyst types from USPTO. The task is: Predict which catalyst facilitates the given reaction. (1) Reactant: C([O:3][C:4](=[O:35])[CH2:5][C:6]1[CH:11]=[CH:10][C:9]([O:12][CH3:13])=[C:8]([O:14][C:15]2[CH:20]=[CH:19][C:18]([NH:21][C:22](=[O:27])[C:23]([CH3:26])([CH3:25])[CH3:24])=[CH:17][C:16]=2[CH2:28][N:29]2[CH2:33][CH2:32][O:31][C:30]2=[O:34])[CH:7]=1)C.[Li+].[OH-]. Product: [CH3:24][C:23]([CH3:26])([CH3:25])[C:22]([NH:21][C:18]1[CH:19]=[CH:20][C:15]([O:14][C:8]2[CH:7]=[C:6]([CH2:5][C:4]([OH:35])=[O:3])[CH:11]=[CH:10][C:9]=2[O:12][CH3:13])=[C:16]([CH2:28][N:29]2[CH2:33][CH2:32][O:31][C:30]2=[O:34])[CH:17]=1)=[O:27]. The catalyst class is: 24. (2) Reactant: [CH3:1][C:2]1[CH:7]=[CH:6][C:5]([NH2:8])=[C:4]([N+:9]([O-:11])=[O:10])[CH:3]=1.[N:12]([O-])=O.[Na+].[Sn](Cl)[Cl:17]. Product: [ClH:17].[N+:9]([C:4]1[CH:3]=[C:2]([CH3:1])[CH:7]=[CH:6][C:5]=1[NH:8][NH2:12])([O-:11])=[O:10]. The catalyst class is: 126. (3) Reactant: [C:1]([C:5]1[CH:9]=[C:8]([NH2:10])[N:7]([C:11]2[CH:12]=[N:13][N:14]([CH2:16][CH2:17][O:18][CH:19]3[CH2:24][CH2:23][CH2:22][CH2:21][O:20]3)[CH:15]=2)[N:6]=1)([CH3:4])([CH3:3])[CH3:2].[OH-].[Na+].Cl[C:28]([O:30][CH2:31][C:32]([Cl:35])([Cl:34])[Cl:33])=[O:29]. Product: [Cl:33][C:32]([Cl:35])([Cl:34])[CH2:31][O:30][C:28](=[O:29])[NH:10][C:8]1[N:7]([C:11]2[CH:12]=[N:13][N:14]([CH2:16][CH2:17][O:18][CH:19]3[CH2:24][CH2:23][CH2:22][CH2:21][O:20]3)[CH:15]=2)[N:6]=[C:5]([C:1]([CH3:4])([CH3:2])[CH3:3])[CH:9]=1. The catalyst class is: 238. (4) Reactant: [NH2:1][C:2]1[N:6]([C:7]2[CH:12]=[CH:11][C:10]([CH2:13][C:14]([O:16][CH2:17][CH3:18])=[O:15])=[CH:9][CH:8]=2)[N:5]=[C:4]([C:19]2[S:20][CH:21]=[CH:22][CH:23]=2)[CH:3]=1.[CH3:24][Si]([N-][Si](C)(C)C)(C)C.[K+].C1(C)C=CC=CC=1.CI. Product: [NH2:1][C:2]1[N:6]([C:7]2[CH:8]=[CH:9][C:10]([CH:13]([CH3:24])[C:14]([O:16][CH2:17][CH3:18])=[O:15])=[CH:11][CH:12]=2)[N:5]=[C:4]([C:19]2[S:20][CH:21]=[CH:22][CH:23]=2)[CH:3]=1. The catalyst class is: 1. (5) Reactant: [C:1](=[O:6])(OC)[O:2][CH3:3].[CH3:7][N:8]1[CH2:12][CH2:11][CH2:10][CH:9]1[C:13]1[CH:18]([Si](C)(C)C)[CH:17]=[CH:16][N:15]([Si](C)(C)C)[CH:14]=1.CCCC[N+](CCCC)(CCCC)CCCC.[F-]. Product: [CH3:3][O:2][C:1]([N:15]1[CH:16]=[CH:17][CH2:18][C:13]([CH:9]2[CH2:10][CH2:11][CH2:12][N:8]2[CH3:7])=[CH:14]1)=[O:6]. The catalyst class is: 1. (6) Reactant: [CH:1]1([N:6]2[C:11]3[N:12]=[C:13](S(C)=O)[N:14]=[CH:15][C:10]=3[CH:9]=[C:8]([CH:19]([C:21]3[CH:26]=[CH:25][CH:24]=[CH:23][CH:22]=3)[CH3:20])[C:7]2=[O:27])[CH2:5][CH2:4][CH2:3][CH2:2]1.[C:28]([O:32][C:33]([N:35]1[CH2:40][CH2:39][N:38]([C:41]2[CH:46]=[CH:45][C:44]([NH2:47])=[CH:43][CH:42]=2)[CH2:37][CH2:36]1)=[O:34])([CH3:31])([CH3:30])[CH3:29]. Product: [C:28]([O:32][C:33]([N:35]1[CH2:40][CH2:39][N:38]([C:41]2[CH:42]=[CH:43][C:44]([NH:47][C:13]3[N:14]=[CH:15][C:10]4[CH:9]=[C:8]([CH:19]([C:21]5[CH:26]=[CH:25][CH:24]=[CH:23][CH:22]=5)[CH3:20])[C:7](=[O:27])[N:6]([CH:1]5[CH2:5][CH2:4][CH2:3][CH2:2]5)[C:11]=4[N:12]=3)=[CH:45][CH:46]=2)[CH2:37][CH2:36]1)=[O:34])([CH3:31])([CH3:29])[CH3:30]. The catalyst class is: 16. (7) Reactant: [C:1]([O:5][C:6]([N:8]1[CH2:11][C:10]([N:13]2[C:29]3[C:16](=[CH:17][C:18]4[O:19][CH2:20][C:21]5[N:26]([C:27]=4[CH:28]=3)[C@H:25]([CH3:30])[C:24](=[O:31])[NH:23][N:22]=5)[C:15](I)=[CH:14]2)([CH3:12])[CH2:9]1)=[O:7])([CH3:4])([CH3:3])[CH3:2].[CH3:33][C:34]1(C)C(C)(C)OB(C=C)O1.C([O-])([O-])=O.[K+].[K+].C(Cl)Cl. Product: [C:1]([O:5][C:6]([N:8]1[CH2:11][C:10]([CH3:12])([N:13]2[C:29]3[C:16](=[CH:17][C:18]4[O:19][CH2:20][C:21]5[N:26]([C:27]=4[CH:28]=3)[C@H:25]([CH3:30])[C:24](=[O:31])[NH:23][N:22]=5)[C:15]([CH:33]=[CH2:34])=[CH:14]2)[CH2:9]1)=[O:7])([CH3:4])([CH3:3])[CH3:2]. The catalyst class is: 117. (8) Reactant: [NH2:1][C:2]1[CH:7]=[CH:6][CH:5]=[CH:4][C:3]=1[NH:8][C:9](=O)[C:10]1[CH:15]=[C:14]([N:16]2[CH2:21][CH2:20][N:19]([CH2:22][CH2:23][N:24]([CH3:26])[CH3:25])[CH2:18][CH2:17]2)[CH:13]=[CH:12][C:11]=1[Cl:27]. Product: [NH:8]1[C:3]2[CH:4]=[CH:5][CH:6]=[CH:7][C:2]=2[N:1]=[C:9]1[C:10]1[CH:15]=[C:14]([N:16]2[CH2:21][CH2:20][N:19]([CH2:22][CH2:23][N:24]([CH3:26])[CH3:25])[CH2:18][CH2:17]2)[CH:13]=[CH:12][C:11]=1[Cl:27]. The catalyst class is: 15. (9) Reactant: [NH2:1][C:2]1[S:3][CH:4]([CH3:7])[CH2:5][N:6]=1.Br[CH2:9][CH2:10][C:11]1[CH:12]=[CH:13][C:14]([Cl:17])=[N:15][CH:16]=1. Product: [Cl:17][C:14]1[N:15]=[CH:16][C:11]([CH2:10][CH2:9][N:6]2[CH:5]=[C:4]([CH3:7])[S:3][C:2]2=[NH:1])=[CH:12][CH:13]=1. The catalyst class is: 10.